This data is from Peptide-MHC class II binding affinity with 134,281 pairs from IEDB. The task is: Regression. Given a peptide amino acid sequence and an MHC pseudo amino acid sequence, predict their binding affinity value. This is MHC class II binding data. (1) The binding affinity (normalized) is 0.197. The MHC is DRB1_1501 with pseudo-sequence DRB1_1501. The peptide sequence is CLKPVILTDGPERVI. (2) The peptide sequence is SAVIGTLAAAMFGAV. The MHC is DRB1_1501 with pseudo-sequence DRB1_1501. The binding affinity (normalized) is 0.606. (3) The peptide sequence is IAIAFLSVSNNYEYI. The MHC is HLA-DQA10501-DQB10301 with pseudo-sequence HLA-DQA10501-DQB10301. The binding affinity (normalized) is 0.146. (4) The peptide sequence is KTTSELEIEEQEYHR. The MHC is DRB1_0101 with pseudo-sequence DRB1_0101. The binding affinity (normalized) is 0.197. (5) The peptide sequence is AASGADGTYDITKLG. The MHC is DRB1_0101 with pseudo-sequence DRB1_0101. The binding affinity (normalized) is 0.221. (6) The peptide sequence is KHTDACCRTHDMCPDVMS. The MHC is DRB1_1101 with pseudo-sequence DRB1_1101. The binding affinity (normalized) is 0. (7) The peptide sequence is LVAGPAGSYAADLGY. The MHC is HLA-DPA10201-DPB11401 with pseudo-sequence HLA-DPA10201-DPB11401. The binding affinity (normalized) is 0.0362. (8) The binding affinity (normalized) is 0.548. The MHC is DRB1_0802 with pseudo-sequence DRB1_0802. The peptide sequence is GELMIVDKIDAAFKI. (9) The peptide sequence is EAKYDAYVATLSEALRIIAG. The MHC is DRB3_0101 with pseudo-sequence DRB3_0101. The binding affinity (normalized) is 0.521. (10) The peptide sequence is DCISIGPGSTGLNIT. The MHC is DRB1_1201 with pseudo-sequence DRB1_1201. The binding affinity (normalized) is 0.304.